Predict which catalyst facilitates the given reaction. From a dataset of Catalyst prediction with 721,799 reactions and 888 catalyst types from USPTO. (1) Reactant: [H-].[Na+].[Br:3][C:4]1[C:13]2[C:8](=[CH:9][CH:10]=[C:11]([S:14]([N:17]([CH2:25][C:26]3[CH:31]=[CH:30][CH:29]=[CH:28][CH:27]=3)[CH2:18][C:19]3[CH:24]=[CH:23][CH:22]=[CH:21][CH:20]=3)(=[O:16])=[O:15])[CH:12]=2)[CH:7]=[CH:6][C:5]=1[NH:32][C:33](=[O:39])[O:34][C:35]([CH3:38])([CH3:37])[CH3:36].[Cl:40][CH:41]=[CH:42][CH2:43]Cl. Product: [Br:3][C:4]1[C:13]2[C:8](=[CH:9][CH:10]=[C:11]([S:14]([N:17]([CH2:18][C:19]3[CH:20]=[CH:21][CH:22]=[CH:23][CH:24]=3)[CH2:25][C:26]3[CH:27]=[CH:28][CH:29]=[CH:30][CH:31]=3)(=[O:16])=[O:15])[CH:12]=2)[CH:7]=[CH:6][C:5]=1[N:32]([CH2:43][CH:42]=[CH:41][Cl:40])[C:33](=[O:39])[O:34][C:35]([CH3:36])([CH3:38])[CH3:37]. The catalyst class is: 3. (2) Reactant: [C:1]([C:5]1[CH:6]=[C:7]([NH:11][C:12]([CH:14]2[CH2:23][CH2:22][C:21]3[C:16](=[CH:17][C:18]([O:24][C:25]4[CH:30]=[CH:29][N:28]=[C:27]([C:31]#[N:32])[CH:26]=4)=[CH:19][CH:20]=3)[CH2:15]2)=[O:13])[CH:8]=[CH:9][CH:10]=1)([CH3:4])([CH3:3])[CH3:2].C[O-].[Na+].[Cl-].[NH4+:37]. Product: [NH2:32][C:31](=[NH:37])[C:27]1[CH:26]=[C:25]([O:24][C:18]2[CH:17]=[C:16]3[C:21]([CH2:22][CH2:23][CH:14]([C:12]([NH:11][C:7]4[CH:8]=[CH:9][CH:10]=[C:5]([C:1]([CH3:4])([CH3:2])[CH3:3])[CH:6]=4)=[O:13])[CH2:15]3)=[CH:20][CH:19]=2)[CH:30]=[CH:29][N:28]=1. The catalyst class is: 5. (3) Reactant: Br[CH2:2][CH2:3][CH2:4][O:5][C:6]1[C:11]([CH3:12])=[CH:10][C:9]([Cl:13])=[CH:8][C:7]=1[I:14].[I:15][C:16]1[CH:21]=[C:20]([Cl:22])[CH:19]=[CH:18][C:17]=1[OH:23].C(=O)([O-])[O-].[K+].[K+]. Product: [Cl:13][C:9]1[CH:10]=[C:11]([CH3:12])[C:6]([O:5][CH2:4][CH2:3][CH2:2][O:23][C:17]2[CH:18]=[CH:19][C:20]([Cl:22])=[CH:21][C:16]=2[I:15])=[C:7]([I:14])[CH:8]=1. The catalyst class is: 21. (4) Reactant: [CH3:1][O:2][C:3](=[O:37])[C@H:4]([CH2:16][C:17]1[CH:22]=[CH:21][C:20]([C:23]2[C:28]([O:29][CH3:30])=[CH:27][CH:26]=[C:25]([O:31]COC)[C:24]=2[O:35][CH3:36])=[CH:19][CH:18]=1)[NH:5][C:6](=[O:15])[C:7]1[C:12]([Cl:13])=[CH:11][CH:10]=[CH:9][C:8]=1[Cl:14].Cl. Product: [CH3:1][O:2][C:3](=[O:37])[C@H:4]([CH2:16][C:17]1[CH:22]=[CH:21][C:20]([C:23]2[C:28]([O:29][CH3:30])=[CH:27][CH:26]=[C:25]([OH:31])[C:24]=2[O:35][CH3:36])=[CH:19][CH:18]=1)[NH:5][C:6](=[O:15])[C:7]1[C:12]([Cl:13])=[CH:11][CH:10]=[CH:9][C:8]=1[Cl:14]. The catalyst class is: 71. (5) Reactant: [F:1][C:2]1[CH:7]=[CH:6][CH:5]=[CH:4][C:3]=1[C:8]1[CH:13]=[CH:12][N:11]=[CH:10][C:9]=1[N:14]([CH2:31][C:32]([O:34][CH3:35])=[O:33])[C:15](=[O:30])[C:16]1[CH:21]=[C:20]([C:22](F)(F)F)N=[C:18]([C:26]([F:29])([F:28])[F:27])[CH:17]=1.[CH3:36][S:37](C1C=C(C=C(C(F)(F)F)C=1)C(O)=O)(=[O:39])=[O:38].F[B-](F)(F)F.BrC1C=CC=C[N+]=1CC.C(N(CC)C(C)C)(C)C. Product: [CH3:35][O:34][C:32](=[O:33])[CH2:31][N:14]([C:9]1[CH:10]=[N:11][CH:12]=[CH:13][C:8]=1[C:3]1[CH:4]=[CH:5][CH:6]=[CH:7][C:2]=1[F:1])[C:15](=[O:30])[C:16]1[CH:17]=[C:18]([C:26]([F:27])([F:29])[F:28])[CH:22]=[C:20]([S:37]([CH3:36])(=[O:39])=[O:38])[CH:21]=1. The catalyst class is: 2. (6) Reactant: [NH2:1][C:2]1[N:7]=[C:6]([N:8]2[CH2:32][CH2:31][C:11]3([CH2:15][N:14]([C:16]([O:18][CH2:19][C:20]4[CH:25]=[CH:24][CH:23]=[CH:22][CH:21]=4)=[O:17])[C@H:13]([C:26]([O:28]CC)=[O:27])[CH2:12]3)[CH2:10][CH2:9]2)[CH:5]=[C:4]([O:33][C@H:34]([C:39]2[CH:44]=[CH:43][C:42]([Br:45])=[CH:41][C:40]=2[N:46]2[CH:50]=[CH:49][C:48]([CH3:51])=[N:47]2)[C:35]([F:38])([F:37])[F:36])[N:3]=1.O[Li].O.Cl. Product: [NH2:1][C:2]1[N:7]=[C:6]([N:8]2[CH2:9][CH2:10][C:11]3([CH2:12][C@@H:13]([C:26]([OH:28])=[O:27])[N:14]([C:16]([O:18][CH2:19][C:20]4[CH:25]=[CH:24][CH:23]=[CH:22][CH:21]=4)=[O:17])[CH2:15]3)[CH2:31][CH2:32]2)[CH:5]=[C:4]([O:33][C@H:34]([C:39]2[CH:44]=[CH:43][C:42]([Br:45])=[CH:41][C:40]=2[N:46]2[CH:50]=[CH:49][C:48]([CH3:51])=[N:47]2)[C:35]([F:36])([F:38])[F:37])[N:3]=1. The catalyst class is: 87. (7) Reactant: [CH3:1][C:2]1[CH:37]=[CH:36][C:5]([CH2:6][NH:7][C:8]([CH:10]2[CH2:13][N:12]([C:14]3[C:19]4=[CH:20][C:21]([C:23]5[CH2:24][CH2:25][N:26](C(OC(C)(C)C)=O)[CH2:27][CH:28]=5)=[CH:22][N:18]4[N:17]=[CH:16][N:15]=3)[CH2:11]2)=[O:9])=[CH:4][CH:3]=1.Cl.CCOC(C)=O. Product: [CH3:1][C:2]1[CH:3]=[CH:4][C:5]([CH2:6][NH:7][C:8]([CH:10]2[CH2:13][N:12]([C:14]3[C:19]4=[CH:20][C:21]([C:23]5[CH2:24][CH2:25][NH:26][CH2:27][CH:28]=5)=[CH:22][N:18]4[N:17]=[CH:16][N:15]=3)[CH2:11]2)=[O:9])=[CH:36][CH:37]=1. The catalyst class is: 25. (8) Reactant: [Cl:1][C:2]1[CH:10]=[CH:9][C:5]([C:6](Cl)=[O:7])=[CH:4][CH:3]=1.[S-:11][C:12]#[N:13].[K+].[Cl:15][C:16]1[CH:17]=[C:18]([CH:20]=[C:21]([F:23])[CH:22]=1)[NH2:19]. Product: [Cl:1][C:2]1[CH:10]=[CH:9][C:5]([C:6]([NH:13][C:12](=[S:11])[NH:19][C:18]2[CH:20]=[C:21]([F:23])[CH:22]=[C:16]([Cl:15])[CH:17]=2)=[O:7])=[CH:4][CH:3]=1. The catalyst class is: 10.